This data is from Catalyst prediction with 721,799 reactions and 888 catalyst types from USPTO. The task is: Predict which catalyst facilitates the given reaction. Reactant: Cl[C:2]1[N:7]=[CH:6][N:5]=[C:4]([NH:8][C:9]2[CH:14]=[CH:13][C:12]([N:15]3[CH2:20][CH2:19][N:18]([CH:21]4[CH2:24][O:23][CH2:22]4)[CH2:17][CH2:16]3)=[CH:11][CH:10]=2)[N:3]=1.[CH3:25][O:26][C:27]1[CH:28]=[C:29]([CH:32]=[C:33](B2OC(C)(C)C(C)(C)O2)[CH:34]=1)[C:30]#[N:31].C(=O)([O-])[O-].[Na+].[Na+].O1CCOCC1. Product: [CH3:25][O:26][C:27]1[CH:28]=[C:29]([CH:32]=[C:33]([C:2]2[N:3]=[C:4]([NH:8][C:9]3[CH:14]=[CH:13][C:12]([N:15]4[CH2:20][CH2:19][N:18]([CH:21]5[CH2:24][O:23][CH2:22]5)[CH2:17][CH2:16]4)=[CH:11][CH:10]=3)[N:5]=[CH:6][N:7]=2)[CH:34]=1)[C:30]#[N:31]. The catalyst class is: 6.